Dataset: Catalyst prediction with 721,799 reactions and 888 catalyst types from USPTO. Task: Predict which catalyst facilitates the given reaction. Reactant: O([C:8]1[CH:13]=[CH:12][C:11](B(O)O)=[CH:10][CH:9]=1)[C:8]1[CH:13]=[CH:12][CH:11]=[CH:10][CH:9]=1.[C:17]([O-:20])([O-])=O.[K+].[K+].Cl[C:24]1[N:32]=[C:31]([Cl:33])[CH:30]=[CH:29][C:25]=1[C:26]([NH2:28])=[O:27]. Product: [C:17]([C:8]1[CH:9]=[CH:10][C:11]([C:24]2[N:32]=[C:31]([Cl:33])[CH:30]=[CH:29][C:25]=2[C:26]([NH2:28])=[O:27])=[CH:12][CH:13]=1)(=[O:20])[C:8]1[CH:13]=[CH:12][CH:11]=[CH:10][CH:9]=1. The catalyst class is: 117.